From a dataset of Forward reaction prediction with 1.9M reactions from USPTO patents (1976-2016). Predict the product of the given reaction. (1) Given the reactants [Br:1][C:2]1[C:3]([C:9]([OH:11])=O)=[N:4][CH:5]=[C:6]([Cl:8])[CH:7]=1.[NH2:12][C:13]1[CH:25]=[CH:24][C:16]([C:17]([O:19][C:20]([CH3:23])([CH3:22])[CH3:21])=[O:18])=[CH:15][CH:14]=1.CN(C(ON1N=NC2C=CC=NC1=2)=[N+](C)C)C.F[P-](F)(F)(F)(F)F.CCN(C(C)C)C(C)C, predict the reaction product. The product is: [Br:1][C:2]1[C:3]([C:9]([NH:12][C:13]2[CH:25]=[CH:24][C:16]([C:17]([O:19][C:20]([CH3:21])([CH3:22])[CH3:23])=[O:18])=[CH:15][CH:14]=2)=[O:11])=[N:4][CH:5]=[C:6]([Cl:8])[CH:7]=1. (2) The product is: [CH3:1][O:2][C:3]1[CH:4]=[C:5]([CH:31]=[CH:32][C:33]=1[OH:34])[CH2:6][NH:7][C:8]1[C:9]2[N:10]=[CH:11][N:12]([C:27]=2[N:28]=[CH:29][N:30]=1)[C@@H:13]1[O:23][C@H:17]([CH2:18][OH:19])[C@@H:15]([OH:16])[CH2:14]1. Given the reactants [CH3:1][O:2][C:3]1[CH:4]=[C:5]([CH:31]=[CH:32][C:33]=1[OH:34])[CH2:6][NH:7][C:8]1[C:9]2[N:10]=[CH:11][N:12]([C:27]=2[N:28]=[CH:29][N:30]=1)[C@@H:13]1[O:23][C@H:17]([CH:18](C(=O)C)[OH:19])[C@@:15](C(=O)C)([OH:16])[CH2:14]1.CO.N, predict the reaction product. (3) Given the reactants [C:1]1([C:7]2[N:8]=[C:9]([C:17]3[CH:22]=[CH:21][N:20]=[CH:19][CH:18]=3)[S:10][C:11]=2[C:12]([O:14][CH2:15][CH3:16])=[O:13])[CH:6]=[CH:5][CH:4]=[CH:3][CH:2]=1.ClC1C=CC=C(C(OO)=[O:31])C=1, predict the reaction product. The product is: [O-:31][N+:20]1[CH:19]=[CH:18][C:17]([C:9]2[S:10][C:11]([C:12]([O:14][CH2:15][CH3:16])=[O:13])=[C:7]([C:1]3[CH:2]=[CH:3][CH:4]=[CH:5][CH:6]=3)[N:8]=2)=[CH:22][CH:21]=1. (4) Given the reactants [C:1]([NH:4][C:5]1[CH:6]=[C:7]([NH:11][C:12]2[N:17]=[C:16]([NH:18][CH2:19][CH:20]3[CH2:25][CH2:24][CH2:23][NH:22][CH2:21]3)[C:15]([C:26]([NH2:28])=[O:27])=[CH:14][N:13]=2)[CH:8]=[CH:9][CH:10]=1)(=[O:3])[CH3:2].[O:29]([C:31]#[N:32])[K], predict the reaction product. The product is: [C:1]([NH:4][C:5]1[CH:6]=[C:7]([NH:11][C:12]2[N:17]=[C:16]([NH:18][CH2:19][CH:20]3[CH2:25][CH2:24][CH2:23][N:22]([C:31](=[O:29])[NH2:32])[CH2:21]3)[C:15]([C:26]([NH2:28])=[O:27])=[CH:14][N:13]=2)[CH:8]=[CH:9][CH:10]=1)(=[O:3])[CH3:2].